Dataset: Full USPTO retrosynthesis dataset with 1.9M reactions from patents (1976-2016). Task: Predict the reactants needed to synthesize the given product. (1) Given the product [F:1][C:2]([F:11])([F:10])[C:3]1[CH:8]=[CH:7][C:6]([NH:12][C@@H:13]([C:17]([OH:19])=[O:18])[CH:14]([CH3:16])[CH3:15])=[CH:5][CH:4]=1, predict the reactants needed to synthesize it. The reactants are: [F:1][C:2]([F:11])([F:10])[C:3]1[CH:8]=[CH:7][C:6](I)=[CH:5][CH:4]=1.[NH2:12][C@@H:13]([C:17]([OH:19])=[O:18])[CH:14]([CH3:16])[CH3:15].C(=O)([O-])[O-].[K+].[K+]. (2) Given the product [C:1]([C:3]1[CH:8]=[CH:7][C:6]([C:9]2[CH:15]=[N:22][N:21]([C:23]3[CH:38]=[CH:37][C:26]([C:27]([NH:29][CH2:30][CH:31]4[CH2:36][CH2:35][O:34][CH2:33][CH2:32]4)=[O:28])=[CH:25][N:24]=3)[C:10]=2[OH:11])=[C:5]([O:19][CH3:20])[CH:4]=1)#[N:2], predict the reactants needed to synthesize it. The reactants are: [C:1]([C:3]1[CH:8]=[CH:7][C:6]([C:9](=[CH:15]N(C)C)[C:10](OCC)=[O:11])=[C:5]([O:19][CH3:20])[CH:4]=1)#[N:2].[NH:21]([C:23]1[CH:38]=[CH:37][C:26]([C:27]([NH:29][CH2:30][CH:31]2[CH2:36][CH2:35][O:34][CH2:33][CH2:32]2)=[O:28])=[CH:25][N:24]=1)[NH2:22]. (3) Given the product [CH2:3]([N:4]([C:5]1[CH:10]=[C:9]([C:11]([F:12])([F:13])[F:14])[CH:8]=[CH:7][C:6]=1[CH3:15])[S:18]([C:21]1[CH:22]=[CH:23][C:24]([CH2:27][C:28]([CH3:34])([CH3:35])[C:29]([O:31][CH2:32][CH3:33])=[O:30])=[CH:25][CH:26]=1)(=[O:20])=[O:19])[CH:2]([CH3:16])[CH3:1], predict the reactants needed to synthesize it. The reactants are: [CH3:1][CH:2]([CH3:16])[CH2:3][NH:4][C:5]1[CH:10]=[C:9]([C:11]([F:14])([F:13])[F:12])[CH:8]=[CH:7][C:6]=1[CH3:15].Cl[S:18]([C:21]1[CH:26]=[CH:25][C:24]([CH2:27][C:28]([CH3:35])([CH3:34])[C:29]([O:31][CH2:32][CH3:33])=[O:30])=[CH:23][CH:22]=1)(=[O:20])=[O:19]. (4) The reactants are: [C:1]([O:5][C:6]([N:8]1[CH2:11][CH:10]([O:12][C:13]2[CH:18]=[C:17]([Br:19])[CH:16]=[CH:15][C:14]=2[CH:20]=[O:21])[CH2:9]1)=[O:7])([CH3:4])([CH3:3])[CH3:2].[C:22]1([Mg]Br)[CH:27]=[CH:26][CH:25]=[CH:24][CH:23]=1. Given the product [C:1]([O:5][C:6]([N:8]1[CH2:11][CH:10]([O:12][C:13]2[CH:18]=[C:17]([Br:19])[CH:16]=[CH:15][C:14]=2[CH:20]([OH:21])[C:22]2[CH:27]=[CH:26][CH:25]=[CH:24][CH:23]=2)[CH2:9]1)=[O:7])([CH3:4])([CH3:2])[CH3:3], predict the reactants needed to synthesize it. (5) Given the product [CH2:1]([N:4]1[C:12]2[C:7](=[CH:8][CH:9]=[CH:10][CH:11]=2)[C:6]([OH:13])([CH2:18][N+:15]([O-:17])=[O:16])[C:5]1=[O:14])[CH:2]=[CH2:3], predict the reactants needed to synthesize it. The reactants are: [CH2:1]([N:4]1[C:12]2[C:7](=[CH:8][CH:9]=[CH:10][CH:11]=2)[C:6](=[O:13])[C:5]1=[O:14])[CH:2]=[CH2:3].[N+:15]([CH3:18])([O-:17])=[O:16].